This data is from Forward reaction prediction with 1.9M reactions from USPTO patents (1976-2016). The task is: Predict the product of the given reaction. (1) Given the reactants [O:1]([CH2:8][C:9](Cl)=[O:10])[C:2]1[CH:7]=[CH:6][CH:5]=[CH:4][CH:3]=1.[CH:12]([NH:15][CH2:16][C:17]1[O:21][N:20]=[C:19]([C:22]2[CH:27]=[CH:26][C:25]([C:28]([F:31])([F:30])[F:29])=[CH:24][CH:23]=2)[N:18]=1)([CH3:14])[CH3:13].C(N(CC)CC)C, predict the reaction product. The product is: [CH:12]([N:15]([CH2:16][C:17]1[O:21][N:20]=[C:19]([C:22]2[CH:27]=[CH:26][C:25]([C:28]([F:29])([F:30])[F:31])=[CH:24][CH:23]=2)[N:18]=1)[C:9](=[O:10])[CH2:8][O:1][C:2]1[CH:7]=[CH:6][CH:5]=[CH:4][CH:3]=1)([CH3:14])[CH3:13]. (2) Given the reactants [Br:1][C:2]1[CH:7]=[CH:6][C:5]([CH2:8]Br)=[CH:4][CH:3]=1.[N:10]1([C:16]([O:18][C:19]([CH3:22])([CH3:21])[CH3:20])=[O:17])[CH2:15][CH2:14][NH:13][CH2:12][CH2:11]1.C(N(C(C)C)CC)(C)C, predict the reaction product. The product is: [Br:1][C:2]1[CH:7]=[CH:6][C:5]([CH2:8][N:13]2[CH2:12][CH2:11][N:10]([C:16]([O:18][C:19]([CH3:22])([CH3:21])[CH3:20])=[O:17])[CH2:15][CH2:14]2)=[CH:4][CH:3]=1. (3) Given the reactants [OH:1][CH:2]([CH:16]([N:23]1[C:31]2[C:26](=[CH:27][CH:28]=[CH:29][CH:30]=2)[CH:25]=[CH:24]1)[C:17]1[CH:22]=[CH:21][CH:20]=[CH:19][CH:18]=1)[CH2:3][O:4][C:5](=[O:15])[C:6]1[CH:11]=[CH:10][C:9]([N+:12]([O-:14])=[O:13])=[CH:8][CH:7]=1.C(N(CC)CC)C.[CH3:39][S:40](Cl)(=[O:42])=[O:41], predict the reaction product. The product is: [N:23]1([CH:16]([C:17]2[CH:22]=[CH:21][CH:20]=[CH:19][CH:18]=2)[CH:2]([O:1][S:40]([CH3:39])(=[O:42])=[O:41])[CH2:3][O:4][C:5](=[O:15])[C:6]2[CH:11]=[CH:10][C:9]([N+:12]([O-:14])=[O:13])=[CH:8][CH:7]=2)[C:31]2[C:26](=[CH:27][CH:28]=[CH:29][CH:30]=2)[CH:25]=[CH:24]1. (4) Given the reactants Cl[C:2]1[CH:10]=[CH:9][C:5]([C:6]([NH2:8])=[O:7])=[CH:4][N:3]=1.[NH:11]1[CH2:14][CH:13]([OH:15])[CH2:12]1.C([O-])([O-])=O.[K+].[K+], predict the reaction product. The product is: [OH:15][CH:13]1[CH2:14][N:11]([C:2]2[CH:10]=[CH:9][C:5]([C:6]([NH2:8])=[O:7])=[CH:4][N:3]=2)[CH2:12]1. (5) The product is: [C:31]1([C:38]2[CH:43]=[CH:42][CH:41]=[CH:40][CH:39]=2)[CH:32]=[CH:33][C:34]([O:37][CH:2]2[CH2:6][CH2:5][N:4]([C:7]3[CH:12]=[CH:11][C:10]([O:13][CH2:14][O:15][CH2:16][CH2:17][Si:18]([CH3:21])([CH3:20])[CH3:19])=[C:9]([O:22][CH3:23])[CH:8]=3)[C:3]2=[O:24])=[CH:35][CH:36]=1. Given the reactants Br[CH:2]1[CH2:6][CH2:5][N:4]([C:7]2[CH:12]=[CH:11][C:10]([O:13][CH2:14][O:15][CH2:16][CH2:17][Si:18]([CH3:21])([CH3:20])[CH3:19])=[C:9]([O:22][CH3:23])[CH:8]=2)[C:3]1=[O:24].C(=O)([O-])[O-].[Cs+].[Cs+].[C:31]1([C:38]2[CH:43]=[CH:42][CH:41]=[CH:40][CH:39]=2)[CH:36]=[CH:35][C:34]([OH:37])=[CH:33][CH:32]=1, predict the reaction product. (6) Given the reactants C(OC(=O)NCC1C=CC2N(CCCCO)C(CN3C4C(=CC=CC=4)C(=O)N(C4CC4)C3=O)=NC=2C=1)(C)(C)C.[C:40]([O:44][C:45]([NH:47][CH2:48][C:49]1[CH:86]=[CH:85][C:52]2[N:53]([CH2:74][CH2:75][CH2:76][CH2:77][O:78]C(=O)C(C)(C)C)[C:54]([CH2:56][N:57]3[C:66]4[C:61](=[CH:62][CH:63]=[CH:64][CH:65]=4)[C:60](=[O:67])[N:59]([CH2:68][C:69]([F:72])([F:71])[F:70])[C:58]3=[O:73])=[N:55][C:51]=2[CH:50]=1)=[O:46])([CH3:43])([CH3:42])[CH3:41], predict the reaction product. The product is: [C:40]([O:44][C:45](=[O:46])[NH:47][CH2:48][C:49]1[CH:86]=[CH:85][C:52]2[N:53]([CH2:74][CH2:75][CH2:76][CH2:77][OH:78])[C:54]([CH2:56][N:57]3[C:66]4[C:61](=[CH:62][CH:63]=[CH:64][CH:65]=4)[C:60](=[O:67])[N:59]([CH2:68][C:69]([F:70])([F:72])[F:71])[C:58]3=[O:73])=[N:55][C:51]=2[CH:50]=1)([CH3:43])([CH3:41])[CH3:42]. (7) The product is: [CH3:15][O:16][C:17]1[CH:18]=[C:19]([CH2:26][CH2:27][N:28]2[CH2:33][CH2:32][N:31]([CH3:34])[CH2:30][CH2:29]2)[CH:20]=[CH:21][C:22]=1[N+:23]([O-:25])=[O:24]. Given the reactants C(O[BH-](OC(=O)C)OC(=O)C)(=O)C.[Na+].[CH3:15][O:16][C:17]1[CH:18]=[C:19](/[CH:26]=[CH:27]/[N:28]2[CH2:33][CH2:32][N:31]([CH3:34])[CH2:30][CH2:29]2)[CH:20]=[CH:21][C:22]=1[N+:23]([O-:25])=[O:24], predict the reaction product. (8) Given the reactants [H-].[Na+].[NH:3]1[C:11]2[CH:10]=[CH:9][CH:8]=[C:7]([C:12]([O:14][CH3:15])=[O:13])[C:6]=2[CH:5]=[CH:4]1.Br[CH2:17][CH2:18][O:19][C:20]1[CH:25]=[CH:24][CH:23]=[CH:22][CH:21]=1, predict the reaction product. The product is: [CH3:15][O:14][C:12]([C:7]1[C:6]2[CH:5]=[CH:4][N:3]([CH2:17][CH2:18][O:19][C:20]3[CH:25]=[CH:24][CH:23]=[CH:22][CH:21]=3)[C:11]=2[CH:10]=[CH:9][CH:8]=1)=[O:13].